Dataset: Full USPTO retrosynthesis dataset with 1.9M reactions from patents (1976-2016). Task: Predict the reactants needed to synthesize the given product. (1) Given the product [CH3:10][CH:11]([CH2:14][CH3:15])[CH2:12][O:8][C:1](=[O:9])[CH:2]([CH2:4][C:5]([O:7][CH2:10][CH:11]([CH3:12])[CH2:14][CH3:15])=[O:6])[OH:3], predict the reactants needed to synthesize it. The reactants are: [C:1]([OH:9])(=[O:8])[CH:2]([CH2:4][C:5]([OH:7])=[O:6])[OH:3].[CH3:10][CH:11]([CH2:14][CH3:15])[CH2:12]O. (2) Given the product [CH:45]1([NH:48][C:37]([NH:1][C:2]2[CH:31]=[CH:30][C:5]([O:6][C:7]3[CH:12]=[CH:11][N:10]=[C:9]4[CH:13]=[C:14]([C:16]5[CH:17]=[CH:18][C:19]([CH2:22][N:23]6[CH2:28][CH2:27][O:26][CH2:25][C:24]6=[O:29])=[CH:20][N:21]=5)[S:15][C:8]=34)=[C:4]([F:32])[CH:3]=2)=[O:43])[CH2:47][CH2:46]1, predict the reactants needed to synthesize it. The reactants are: [NH2:1][C:2]1[CH:31]=[CH:30][C:5]([O:6][C:7]2[CH:12]=[CH:11][N:10]=[C:9]3[CH:13]=[C:14]([C:16]4[N:21]=[CH:20][C:19]([CH2:22][N:23]5[CH2:28][CH2:27][O:26][CH2:25][C:24]5=[O:29])=[CH:18][CH:17]=4)[S:15][C:8]=23)=[C:4]([F:32])[CH:3]=1.ClC(Cl)(O[C:37](=[O:43])OC(Cl)(Cl)Cl)Cl.[CH:45]1([NH2:48])[CH2:47][CH2:46]1. (3) Given the product [Cl:20][C:21]1[CH:26]=[CH:25][C:24]([C:2]2[C:7]3=[N:8][C:9]([C:12]([N:14]4[CH2:19][CH2:18][O:17][CH2:16][CH2:15]4)=[O:13])=[CH:10][N:11]=[C:6]3[CH:5]=[N:4][CH:3]=2)=[CH:23][CH:22]=1, predict the reactants needed to synthesize it. The reactants are: Br[C:2]1[C:7]2=[N:8][C:9]([C:12]([N:14]3[CH2:19][CH2:18][O:17][CH2:16][CH2:15]3)=[O:13])=[CH:10][N:11]=[C:6]2[CH:5]=[N:4][CH:3]=1.[Cl:20][C:21]1[CH:26]=[CH:25][C:24](B(O)O)=[CH:23][CH:22]=1.C(=O)([O-])[O-].[Cs+].[Cs+].O1CCOCC1. (4) The reactants are: [Br:1][C:2]1[CH:7]=[CH:6][CH:5]=[CH:4][C:3]=1[N:8]=[C:9]=[O:10].[F:11][C:12]([F:26])([F:25])[C:13]1[CH:14]=[CH:15][C:16]([N:19]2[CH2:23][CH2:22][C@@H:21]([NH2:24])[CH2:20]2)=[N:17][CH:18]=1. Given the product [Br:1][C:2]1[CH:7]=[CH:6][CH:5]=[CH:4][C:3]=1[NH:8][C:9]([NH:24][C@@H:21]1[CH2:22][CH2:23][N:19]([C:16]2[CH:15]=[CH:14][C:13]([C:12]([F:26])([F:25])[F:11])=[CH:18][N:17]=2)[CH2:20]1)=[O:10], predict the reactants needed to synthesize it. (5) Given the product [CH3:1][O:2][N:3]([CH3:17])[C:4]([C:6]1([C:13]([F:14])([F:15])[F:16])[CH2:11][CH2:10][CH:9]([OH:12])[CH2:8][CH2:7]1)=[O:5], predict the reactants needed to synthesize it. The reactants are: [CH3:1][O:2][N:3]([CH3:17])[C:4]([C:6]1([C:13]([F:16])([F:15])[F:14])[CH2:11][CH2:10][C:9](=[O:12])[CH2:8][CH2:7]1)=[O:5].[BH4-].[Na+].O.Cl. (6) Given the product [F:1][C:2]1[CH:7]=[CH:6][C:5]([C:8]2[CH:13]=[C:12]([CH3:14])[N:11]=[CH:10][C:9]=2[N:15]([CH3:33])[C:16](=[O:32])[C:17]2[CH:22]=[C:21]([C:23]([F:25])([F:24])[F:26])[CH:20]=[C:19]([S:38]([CH:54]3[CH2:50][O:51][CH2:52]3)(=[O:40])=[O:37])[CH:18]=2)=[C:4]([O:34][CH3:35])[CH:3]=1, predict the reactants needed to synthesize it. The reactants are: [F:1][C:2]1[CH:7]=[CH:6][C:5]([C:8]2[CH:13]=[C:12]([CH3:14])[N:11]=[CH:10][C:9]=2[N:15]([CH3:33])[C:16](=[O:32])[C:17]2[CH:22]=[C:21]([C:23]([F:26])([F:25])[F:24])[CH:20]=[C:19](SC3COC3)[CH:18]=2)=[C:4]([O:34][CH3:35])[CH:3]=1.O[O:37][S:38]([O-:40])=O.[K+].[O-]S([O-])(=S)=O.[Na+].[Na+].C[CH2:50][O:51][C:52]([CH3:54])=O. (7) Given the product [ClH:32].[C:1]([C:5]1[CH:10]=[CH:9][C:8]([C:11]2[N:12]([C:30]([N:47]3[CH2:46][CH2:45][N:44]([CH2:43][CH2:42][S:39]([CH3:38])(=[O:40])=[O:41])[CH2:49][CH2:48]3)=[O:31])[C@H:13]([C:23]3[CH:28]=[CH:27][C:26]([F:29])=[CH:25][CH:24]=3)[C@H:14]([C:16]3[CH:21]=[CH:20][C:19]([F:22])=[CH:18][CH:17]=3)[N:15]=2)=[C:7]([O:33][CH2:34][CH3:35])[CH:6]=1)([CH3:4])([CH3:3])[CH3:2], predict the reactants needed to synthesize it. The reactants are: [C:1]([C:5]1[CH:10]=[CH:9][C:8]([C:11]2[N:12]([C:30]([Cl:32])=[O:31])[C@H:13]([C:23]3[CH:28]=[CH:27][C:26]([F:29])=[CH:25][CH:24]=3)[C@H:14]([C:16]3[CH:21]=[CH:20][C:19]([F:22])=[CH:18][CH:17]=3)[N:15]=2)=[C:7]([O:33][CH2:34][CH3:35])[CH:6]=1)([CH3:4])([CH3:3])[CH3:2].Cl.Cl.[CH3:38][S:39]([CH2:42][CH2:43][N:44]1[CH2:49][CH2:48][NH:47][CH2:46][CH2:45]1)(=[O:41])=[O:40]. (8) Given the product [ClH:32].[ClH:32].[C:26]([C:9]1[CH:8]=[C:7]([CH3:2])[CH:12]=[CH:11][C:10]=1[N:13]1[CH2:14][CH2:15][NH:16][CH2:17][CH2:18]1)([CH3:27])([CH3:28])[CH3:29], predict the reactants needed to synthesize it. The reactants are: [Li][CH2:2]CCC.Br[C:7]1[CH:12]=[CH:11][C:10]([N:13]2[CH2:18][CH2:17][N:16](C(OC(C)(C)C)=O)[CH2:15][CH2:14]2)=[C:9]([C:26]([CH3:29])([CH3:28])[CH3:27])[CH:8]=1.CI.[ClH:32].C(OC(=O)C)C.Cl. (9) Given the product [Cl:14][C:2]1[CH:7]=[C:6]([CH3:8])[CH:5]=[C:4]([CH3:9])[N:3]=1, predict the reactants needed to synthesize it. The reactants are: N[C:2]1[CH:7]=[C:6]([CH3:8])[CH:5]=[C:4]([CH3:9])[N:3]=1.N([O-])=O.[Na+].[Cl-:14].[Na+].[OH-].[Na+].